From a dataset of Catalyst prediction with 721,799 reactions and 888 catalyst types from USPTO. Predict which catalyst facilitates the given reaction. Reactant: [C:1]([O:5][C:6](=[O:35])[CH2:7][C:8]1([N:19]2[CH2:24][CH2:23][CH:22]([NH:25][C@@H:26]3[CH2:28][C@H:27]3[C:29]3[CH:34]=[CH:33][CH:32]=[CH:31][CH:30]=3)[CH2:21][CH2:20]2)[CH2:11][N:10]([C:12]([O:14][C:15]([CH3:18])([CH3:17])[CH3:16])=[O:13])[CH2:9]1)([CH3:4])([CH3:3])[CH3:2].C(N(CC)C(C)C)(C)C.[F:45][C:46]([F:57])([F:56])[C:47](O[C:47](=[O:48])[C:46]([F:57])([F:56])[F:45])=[O:48]. Product: [C:1]([O:5][C:6](=[O:35])[CH2:7][C:8]1([N:19]2[CH2:20][CH2:21][CH:22]([N:25]([C@@H:26]3[CH2:28][C@H:27]3[C:29]3[CH:34]=[CH:33][CH:32]=[CH:31][CH:30]=3)[C:47](=[O:48])[C:46]([F:57])([F:56])[F:45])[CH2:23][CH2:24]2)[CH2:11][N:10]([C:12]([O:14][C:15]([CH3:18])([CH3:17])[CH3:16])=[O:13])[CH2:9]1)([CH3:2])([CH3:3])[CH3:4]. The catalyst class is: 2.